The task is: Predict the product of the given reaction.. This data is from Forward reaction prediction with 1.9M reactions from USPTO patents (1976-2016). Given the reactants C(O)(C(F)(F)F)=O.[CH3:8][N:9]([CH:11]([C:15]1[CH:20]=[CH:19][C:18]([F:21])=[CH:17][CH:16]=1)[C:12]([OH:14])=O)[CH3:10].[CH3:22][O:23][C:24]1[C:25]([C:37]#[N:38])=[CH:26][C:27]2[C:32]([C:33]=1[CH2:34][NH:35][CH3:36])=[CH:31][CH:30]=[CH:29][CH:28]=2.C1C=CC2N(O)N=NC=2C=1.Cl.CN(C)CCCN=C=NCC.C(C(C(C)C)([NH-])C)(C)C, predict the reaction product. The product is: [C:37]([C:25]1[C:24]([O:23][CH3:22])=[C:33]([CH2:34][N:35]([CH3:36])[C:12](=[O:14])[CH:11]([N:9]([CH3:8])[CH3:10])[C:15]2[CH:20]=[CH:19][C:18]([F:21])=[CH:17][CH:16]=2)[C:32]2[C:27]([CH:26]=1)=[CH:28][CH:29]=[CH:30][CH:31]=2)#[N:38].